Dataset: Forward reaction prediction with 1.9M reactions from USPTO patents (1976-2016). Task: Predict the product of the given reaction. (1) The product is: [CH2:1]([O:3][C:4]([C@@H:6]1[CH2:10][C@@H:9]([O:11][S:18]([CH3:19])(=[O:21])=[O:20])[CH2:8][C@H:7]1[C:12](=[O:17])[NH:13][CH2:14][C:15]#[N:16])=[O:5])[CH3:2]. Given the reactants [CH2:1]([O:3][C:4]([C@@H:6]1[CH2:10][C@H:9]([OH:11])[CH2:8][C@H:7]1[C:12](=[O:17])[NH:13][CH2:14][C:15]#[N:16])=[O:5])[CH3:2].[S:18]([O-])(=[O:21])(=[O:20])[CH3:19], predict the reaction product. (2) Given the reactants [I:1][C:2]1[C:3]([CH3:11])=[C:4]([CH:8]=[CH:9][CH:10]=1)[C:5](O)=[O:6].C(Cl)(=O)C([Cl:15])=O, predict the reaction product. The product is: [I:1][C:2]1[C:3]([CH3:11])=[C:4]([CH:8]=[CH:9][CH:10]=1)[C:5]([Cl:15])=[O:6]. (3) Given the reactants [C:1]([O:5][C:6](=[O:28])[CH2:7][C@H:8]([C:18]1[O:22][N:21]=[C:20]([C:23](OCC)=[O:24])[N:19]=1)[CH2:9][CH2:10][CH2:11][CH:12]1[CH2:17][CH2:16][CH2:15][CH2:14][CH2:13]1)([CH3:4])([CH3:3])[CH3:2].C(N(CC)CC)C.Cl.[CH3:37][O:38][C:39](=[O:42])[CH2:40][NH2:41], predict the reaction product. The product is: [CH:12]1([CH2:11][CH2:10][CH2:9][C@@H:8]([C:18]2[O:22][N:21]=[C:20]([C:23]([NH:41][CH2:40][C:39]([O:38][CH3:37])=[O:42])=[O:24])[N:19]=2)[CH2:7][C:6]([O:5][C:1]([CH3:2])([CH3:3])[CH3:4])=[O:28])[CH2:13][CH2:14][CH2:15][CH2:16][CH2:17]1. (4) Given the reactants [N:1]([C:4]1[CH:18]=[CH:17][CH:16]=[CH:15][C:5]=1[O:6][C:7]1[CH:12]=[CH:11][C:10]([CH3:13])=[CH:9][C:8]=1[OH:14])=[N+:2]=[N-:3].[C:19]([O:23][CH3:24])(=[O:22])[C:20]#[CH:21], predict the reaction product. The product is: [CH3:24][O:23][C:19]([C:20]1[N:3]=[N:2][N:1]([C:4]2[CH:18]=[CH:17][CH:16]=[CH:15][C:5]=2[O:6][C:7]2[CH:12]=[CH:11][C:10]([CH3:13])=[CH:9][C:8]=2[OH:14])[CH:21]=1)=[O:22]. (5) Given the reactants [C:1]([O:5][C:6](=[O:21])[CH2:7][CH2:8][C:9]1[C:14]([CH3:15])=[CH:13][C:12]([C:16](=O)[NH2:17])=[CH:11][C:10]=1[CH2:19][CH3:20])([CH3:4])([CH3:3])[CH3:2].CCN(CC)CC.FC(F)(F)C(OC(=O)C(F)(F)F)=O, predict the reaction product. The product is: [C:1]([O:5][C:6](=[O:21])[CH2:7][CH2:8][C:9]1[C:14]([CH3:15])=[CH:13][C:12]([C:16]#[N:17])=[CH:11][C:10]=1[CH2:19][CH3:20])([CH3:3])([CH3:4])[CH3:2]. (6) Given the reactants ClC(Cl)(O[C:5](=[O:11])OC(Cl)(Cl)Cl)Cl.[CH:13]([N:16]1[C:20]2[N:21]=[C:22]([C:31]3[CH:36]=[CH:35][C:34]([NH2:37])=[CH:33][CH:32]=3)[N:23]=[C:24]([N:25]3[CH2:30][CH2:29][O:28][CH2:27][CH2:26]3)[C:19]=2[N:18]=[N:17]1)([CH3:15])[CH3:14].CN.C[CH2:41][N:42](CC)CC, predict the reaction product. The product is: [CH:13]([N:16]1[C:20]2[N:21]=[C:22]([C:31]3[CH:32]=[CH:33][C:34]([NH:37][C:5]([NH:42][CH3:41])=[O:11])=[CH:35][CH:36]=3)[N:23]=[C:24]([N:25]3[CH2:30][CH2:29][O:28][CH2:27][CH2:26]3)[C:19]=2[N:18]=[N:17]1)([CH3:15])[CH3:14].